This data is from Forward reaction prediction with 1.9M reactions from USPTO patents (1976-2016). The task is: Predict the product of the given reaction. Given the reactants [CH3:1][C:2]1[C:3]([CH2:18][N:19]2C(=O)C3C(=CC=CC=3)C2=O)=[CH:4][C:5]([C:8]2[CH:9]=[N:10][C:11]([C:14]([F:17])([F:16])[F:15])=[N:12][CH:13]=2)=[N:6][CH:7]=1.NN.O, predict the reaction product. The product is: [CH3:1][C:2]1[C:3]([CH2:18][NH2:19])=[CH:4][C:5]([C:8]2[CH:13]=[N:12][C:11]([C:14]([F:17])([F:16])[F:15])=[N:10][CH:9]=2)=[N:6][CH:7]=1.